From a dataset of Full USPTO retrosynthesis dataset with 1.9M reactions from patents (1976-2016). Predict the reactants needed to synthesize the given product. (1) The reactants are: [OH:1][C@H:2]1[CH2:7][CH2:6][C@H:5]([NH:8][C:9](=O)OC(C)(C)C)[CH2:4][CH2:3]1.[H-].[H-].[H-].[H-].[Li+].[Al+3].[OH-].[Na+].O. Given the product [CH3:9][NH:8][C@H:5]1[CH2:6][CH2:7][C@H:2]([OH:1])[CH2:3][CH2:4]1, predict the reactants needed to synthesize it. (2) Given the product [C:23]([O:22][C:20]([N:4]1[CH:3]([C:2]([F:1])([F:18])[F:19])[CH2:9][CH2:8][N:7]([C:10]2[CH:17]=[CH:16][CH:15]=[CH:14][C:11]=2[CH:12]=[O:13])[CH2:6][CH2:5]1)=[O:21])([CH3:26])([CH3:25])[CH3:24], predict the reactants needed to synthesize it. The reactants are: [F:1][C:2]([F:19])([F:18])[CH:3]1[CH2:9][CH2:8][N:7]([C:10]2[CH:17]=[CH:16][CH:15]=[CH:14][C:11]=2[CH:12]=[O:13])[CH2:6][CH2:5][NH:4]1.[C:20](O[C:20]([O:22][C:23]([CH3:26])([CH3:25])[CH3:24])=[O:21])([O:22][C:23]([CH3:26])([CH3:25])[CH3:24])=[O:21]. (3) Given the product [ClH:20].[Cl:20][CH2:13][C:12]1[C:3]([NH:2][CH3:1])=[N:4][C:5]2[CH:6]=[C:7]3[O:17][CH2:16][O:15][C:8]3=[CH:9][C:10]=2[CH:11]=1, predict the reactants needed to synthesize it. The reactants are: [CH3:1][NH:2][C:3]1[C:12]([CH2:13]O)=[CH:11][C:10]2[CH:9]=[C:8]3[O:15][CH2:16][O:17][C:7]3=[CH:6][C:5]=2[N:4]=1.O=S(Cl)[Cl:20].